This data is from Reaction yield outcomes from USPTO patents with 853,638 reactions. The task is: Predict the reaction yield, written as a fraction of the theoretical maximum amount of product (1.0 means a 100% yield; for example, 0.34 means a 34% yield). (1) The reactants are [F:1][C:2]1[CH:3]=[CH:4][C:5]([NH:8][NH2:9])=[N:6][CH:7]=1.[CH3:10][N:11]([CH3:15])[C:12](Cl)=[O:13].CCN(C(C)C)C(C)C. The catalyst is C(Cl)Cl. The product is [F:1][C:2]1[CH:3]=[CH:4][C:5]([NH:8][NH:9][C:12]([N:11]([CH3:15])[CH3:10])=[O:13])=[N:6][CH:7]=1. The yield is 0.770. (2) The reactants are [CH3:1][C:2]([OH:33])([CH2:6][O:7][C:8]1[CH:13]=[CH:12][C:11]([N:14]2[CH2:19][CH2:18][CH:17]([CH2:20][CH2:21][C:22]3[CH:27]=[CH:26][C:25]([O:28][C:29]([F:32])([F:31])[F:30])=[CH:24][CH:23]=3)[CH2:16][CH2:15]2)=[CH:10][CH:9]=1)[CH2:3][CH2:4][OH:5].C(N(CC)CC)C.[C:41]1([CH3:51])[CH:46]=[CH:45][C:44]([S:47](Cl)(=[O:49])=[O:48])=[CH:43][CH:42]=1. The catalyst is ClCCl. The product is [OH:33][C:2]([CH3:1])([CH2:6][O:7][C:8]1[CH:9]=[CH:10][C:11]([N:14]2[CH2:15][CH2:16][CH:17]([CH2:20][CH2:21][C:22]3[CH:23]=[CH:24][C:25]([O:28][C:29]([F:32])([F:30])[F:31])=[CH:26][CH:27]=3)[CH2:18][CH2:19]2)=[CH:12][CH:13]=1)[CH2:3][CH2:4][O:5][S:47]([C:44]1[CH:45]=[CH:46][C:41]([CH3:51])=[CH:42][CH:43]=1)(=[O:49])=[O:48]. The yield is 0.910. (3) The reactants are [CH2:1]([N:3]1[C:8]2[CH:9]=[CH:10][C:11]([N+:13]([O-:15])=[O:14])=[CH:12][C:7]=2[O:6][CH:5]([CH2:16][CH2:17][OH:18])[C:4]1=[O:19])[CH3:2].[H-].[Na+].I[CH3:23].O. The catalyst is CN(C=O)C. The product is [CH2:1]([N:3]1[C:8]2[CH:9]=[CH:10][C:11]([N+:13]([O-:15])=[O:14])=[CH:12][C:7]=2[O:6][CH:5]([CH2:16][CH2:17][O:18][CH3:23])[C:4]1=[O:19])[CH3:2]. The yield is 0.949.